Dataset: Forward reaction prediction with 1.9M reactions from USPTO patents (1976-2016). Task: Predict the product of the given reaction. (1) The product is: [C:1]([O:5][C:6](=[O:28])[CH2:7][C@H:8]([NH:16][S:17]([C:20]1[CH:25]=[CH:24][C:23]([NH2:26])=[CH:22][C:21]=1[O:27][C@H:37]([CH3:38])[CH2:36][N:35]1[C:34]2[CH:40]=[CH:41][CH:42]=[CH:43][C:33]=2[N:32]=[C:31]1[S:30][CH3:29])(=[O:18])=[O:19])[CH:9]([O:10][CH2:11][CH3:12])[O:13][CH2:14][CH3:15])([CH3:3])([CH3:4])[CH3:2]. Given the reactants [C:1]([O:5][C:6](=[O:28])[CH2:7][C@H:8]([NH:16][S:17]([C:20]1[CH:25]=[CH:24][C:23]([NH2:26])=[CH:22][C:21]=1[OH:27])(=[O:19])=[O:18])[CH:9]([O:13][CH2:14][CH3:15])[O:10][CH2:11][CH3:12])([CH3:4])([CH3:3])[CH3:2].[CH3:29][S:30][C:31]1[N:35]([CH2:36][C@@H:37](O)[CH3:38])[C:34]2[CH:40]=[CH:41][CH:42]=[CH:43][C:33]=2[N:32]=1.C1(P(C2C=CC=CC=2)C2C=CC=CC=2)C=CC=CC=1.N(C(OC(C)C)=O)=NC(OC(C)C)=O.C1(O)C=CC=CC=1, predict the reaction product. (2) Given the reactants C([O:3][C:4]([C:6]1[C:7]([CH3:23])=[N:8][C:9]([NH:12][CH2:13][CH2:14][CH2:15][CH:16]2[CH2:21][CH2:20][N:19]([CH3:22])[CH2:18][CH2:17]2)=[N:10][CH:11]=1)=O)C.[H-].C([Al+]CC(C)C)C(C)C, predict the reaction product. The product is: [CH3:23][C:7]1[C:6]([CH2:4][OH:3])=[CH:11][N:10]=[C:9]([NH:12][CH2:13][CH2:14][CH2:15][CH:16]2[CH2:21][CH2:20][N:19]([CH3:22])[CH2:18][CH2:17]2)[N:8]=1. (3) Given the reactants [F:1][C:2]([F:13])([F:12])[C:3]1[CH:11]=[C:10]2[C:6]([CH:7]=[CH:8][NH:9]2)=[CH:5][CH:4]=1.C([Mg]Br)C.[CH3:18][C:19]1([CH3:27])[C:21]([CH3:23])([CH3:22])[CH:20]1[C:24](Cl)=[O:25], predict the reaction product. The product is: [CH3:18][C:19]1([CH3:27])[C:21]([CH3:23])([CH3:22])[CH:20]1[C:24]([C:7]1[C:6]2[C:10](=[CH:11][C:3]([C:2]([F:1])([F:12])[F:13])=[CH:4][CH:5]=2)[NH:9][CH:8]=1)=[O:25]. (4) The product is: [CH2:1]([O:8][C:9]([NH:11][C:12]([CH2:13][OH:14])([CH2:16][CH2:17][CH:18]=[CH2:19])[C:20]([O:22][CH2:23][CH3:24])=[O:21])=[O:10])[C:2]1[CH:3]=[CH:4][CH:5]=[CH:6][CH:7]=1. Given the reactants [CH2:1]([O:8][C:9]([NH:11][C:12]([C:20]([O:22][CH2:23][CH3:24])=[O:21])([CH2:16][CH2:17][CH:18]=[CH2:19])[C:13](O)=[O:14])=[O:10])[C:2]1[CH:7]=[CH:6][CH:5]=[CH:4][CH:3]=1.C(N(CC)CC)C.ClC(OCC)=O.[BH4-].[Na+].Cl, predict the reaction product.